From a dataset of NCI-60 drug combinations with 297,098 pairs across 59 cell lines. Regression. Given two drug SMILES strings and cell line genomic features, predict the synergy score measuring deviation from expected non-interaction effect. (1) Drug 1: C1C(C(OC1N2C=C(C(=O)NC2=O)F)CO)O. Synergy scores: CSS=7.01, Synergy_ZIP=-3.41, Synergy_Bliss=0.0969, Synergy_Loewe=-12.4, Synergy_HSA=0.220. Drug 2: C1=CC=C(C(=C1)C(C2=CC=C(C=C2)Cl)C(Cl)Cl)Cl. Cell line: 786-0. (2) Drug 1: CNC(=O)C1=NC=CC(=C1)OC2=CC=C(C=C2)NC(=O)NC3=CC(=C(C=C3)Cl)C(F)(F)F. Drug 2: CN(CCCl)CCCl.Cl. Cell line: HL-60(TB). Synergy scores: CSS=61.0, Synergy_ZIP=2.19, Synergy_Bliss=-7.58, Synergy_Loewe=-49.1, Synergy_HSA=-17.1. (3) Drug 1: C1=CC(=CC=C1CC(C(=O)O)N)N(CCCl)CCCl.Cl. Drug 2: CC12CCC3C(C1CCC2OP(=O)(O)O)CCC4=C3C=CC(=C4)OC(=O)N(CCCl)CCCl.[Na+]. Cell line: A498. Synergy scores: CSS=2.68, Synergy_ZIP=-0.446, Synergy_Bliss=0.512, Synergy_Loewe=-4.92, Synergy_HSA=-2.74. (4) Drug 1: C1CCC(CC1)NC(=O)N(CCCl)N=O. Drug 2: CCN(CC)CCNC(=O)C1=C(NC(=C1C)C=C2C3=C(C=CC(=C3)F)NC2=O)C. Cell line: SF-268. Synergy scores: CSS=12.1, Synergy_ZIP=1.31, Synergy_Bliss=7.06, Synergy_Loewe=1.54, Synergy_HSA=2.33. (5) Drug 1: C1CC(=O)NC(=O)C1N2CC3=C(C2=O)C=CC=C3N. Drug 2: C1=NNC2=C1C(=O)NC=N2. Cell line: HCT-15. Synergy scores: CSS=4.76, Synergy_ZIP=1.71, Synergy_Bliss=5.30, Synergy_Loewe=2.55, Synergy_HSA=2.98. (6) Drug 1: C1=CC(=CC=C1CC(C(=O)O)N)N(CCCl)CCCl.Cl. Drug 2: C1=CC=C(C(=C1)C(C2=CC=C(C=C2)Cl)C(Cl)Cl)Cl. Cell line: SW-620. Synergy scores: CSS=24.7, Synergy_ZIP=-4.04, Synergy_Bliss=4.99, Synergy_Loewe=-8.67, Synergy_HSA=2.10. (7) Drug 1: C1CCC(C(C1)N)N.C(=O)(C(=O)[O-])[O-].[Pt+4]. Drug 2: C1CN(P(=O)(OC1)NCCCl)CCCl. Cell line: OVCAR3. Synergy scores: CSS=3.81, Synergy_ZIP=-18.0, Synergy_Bliss=-48.5, Synergy_Loewe=-39.0, Synergy_HSA=-46.2. (8) Cell line: NCI-H460. Synergy scores: CSS=69.8, Synergy_ZIP=16.1, Synergy_Bliss=13.9, Synergy_Loewe=-15.8, Synergy_HSA=9.93. Drug 1: CC(C)(C#N)C1=CC(=CC(=C1)CN2C=NC=N2)C(C)(C)C#N. Drug 2: CN(CC1=CN=C2C(=N1)C(=NC(=N2)N)N)C3=CC=C(C=C3)C(=O)NC(CCC(=O)O)C(=O)O. (9) Drug 1: C1CCC(C1)C(CC#N)N2C=C(C=N2)C3=C4C=CNC4=NC=N3. Drug 2: C1=CC(=CC=C1CC(C(=O)O)N)N(CCCl)CCCl.Cl. Cell line: HCT116. Synergy scores: CSS=14.3, Synergy_ZIP=-0.556, Synergy_Bliss=4.71, Synergy_Loewe=-0.563, Synergy_HSA=2.59. (10) Drug 1: C1CCN(CC1)CCOC2=CC=C(C=C2)C(=O)C3=C(SC4=C3C=CC(=C4)O)C5=CC=C(C=C5)O. Drug 2: CN(C(=O)NC(C=O)C(C(C(CO)O)O)O)N=O. Cell line: NCI/ADR-RES. Synergy scores: CSS=-5.73, Synergy_ZIP=5.03, Synergy_Bliss=3.92, Synergy_Loewe=-1.29, Synergy_HSA=-2.74.